Dataset: Catalyst prediction with 721,799 reactions and 888 catalyst types from USPTO. Task: Predict which catalyst facilitates the given reaction. (1) Reactant: BrC1[C:3]2[N:4](C=C(C3C=CC(C[C@H](NC(=O)OC(C)(C)C)CN4C(=O)C5C(=CC=CC=5)C4=O)=CC=3)N=2)C=CC=1.Cl.C(N(C(C)C)CC)(C)C.Cl[C:50]1[CH:51]=[C:52]([CH:67]=[CH:68][C:69]=1[O:70][CH:71]([CH3:73])[CH3:72])[C:53]([O:55][C:56]1C(F)=C(F)C(F)=C(F)C=1F)=[O:54]. Product: [C:3]([C:50]1[CH:51]=[C:52]([CH:67]=[CH:68][C:69]=1[O:70][CH:71]([CH3:72])[CH3:73])[C:53]([O:55][CH3:56])=[O:54])#[N:4]. The catalyst class is: 155. (2) Reactant: [CH3:1][O:2][CH2:3][O:4][C:5]1[CH:12]=[CH:11][C:8]([CH:9]=O)=[CH:7][CH:6]=1.[CH3:13][CH2:14][O:15][C:16]([CH:18](P(OCC)(OCC)=O)[F:19])=[O:17].[H-].[Na+].O. The catalyst class is: 1. Product: [F:19][C:18](=[CH:9][C:8]1[CH:11]=[CH:12][C:5]([O:4][CH2:3][O:2][CH3:1])=[CH:6][CH:7]=1)[C:16]([O:15][CH2:14][CH3:13])=[O:17]. (3) Reactant: C([O:4][CH2:5][CH2:6][O:7][C:8]1[CH:13]=[C:12]([O:14][CH3:15])[CH:11]=[CH:10][C:9]=1[C:16](=[O:37])[C:17]1[CH:22]=[CH:21][CH:20]=[C:19]([O:23][CH2:24][C:25]2[N:26]=[C:27]([C:31]3[CH:36]=[CH:35][CH:34]=[CH:33][CH:32]=3)[O:28][C:29]=2[CH3:30])[CH:18]=1)(=O)C.[O:38]1CCCC1.[BH4-].[Na+]. Product: [OH:37][CH:16]([C:17]1[CH:22]=[CH:21][CH:20]=[C:19]([O:23][CH2:24][C:25]2[N:26]=[C:27]([C:31]3[CH:32]=[CH:33][CH:34]=[CH:35][CH:36]=3)[O:28][C:29]=2[CH3:30])[CH:18]=1)[C:9]1[CH:10]=[CH:11][C:12]([O:14][CH3:15])=[CH:13][C:8]=1[O:7][CH2:6][C:5]([OH:38])=[O:4]. The catalyst class is: 6. (4) Reactant: [F:1][C:2]1[CH:8]=[CH:7][CH:6]=[C:5]([N+:9]([O-:11])=[O:10])[C:3]=1N.N([O-])=O.[Na+].[S-:16][C:17]#[N:18].[K+]. Product: [F:1][C:2]1[CH:8]=[CH:7][CH:6]=[C:5]([N+:9]([O-:11])=[O:10])[C:3]=1[S:16][C:17]#[N:18]. The catalyst class is: 445. (5) Reactant: [N:1]1([C:7]2[CH:8]=[C:9]([C:19](=[O:21])[CH3:20])[CH:10]=[C:11]([S:13]([F:18])([F:17])([F:16])([F:15])[F:14])[CH:12]=2)[CH2:6][CH2:5][O:4][CH2:3][CH2:2]1.[Br-:22].[Br-].[Br-].C1([N+](C)(C)C)C=CC=CC=1.C1([N+](C)(C)C)C=CC=CC=1.C1([N+](C)(C)C)C=CC=CC=1.C(O)(=O)CC(CC(O)=O)(C(O)=O)O.C(Cl)Cl. Product: [Br:22][CH2:20][C:19]([C:9]1[CH:10]=[C:11]([S:13]([F:15])([F:14])([F:16])([F:17])[F:18])[CH:12]=[C:7]([N:1]2[CH2:6][CH2:5][O:4][CH2:3][CH2:2]2)[CH:8]=1)=[O:21]. The catalyst class is: 92. (6) Reactant: [Br:1][C:2]1[CH:13]=[CH:12][C:5]2[N:6]=[C:7]([CH2:9][CH2:10]O)[S:8][C:4]=2[CH:3]=1.C(N(CC)CC)C.S(Cl)(C)(=O)=O.C(=O)([O-])[O-].[K+].[K+].Cl.[CH3:33][C@@H:34]1[CH2:38][CH2:37][CH2:36][NH:35]1. Product: [Br:1][C:2]1[CH:13]=[CH:12][C:5]2[N:6]=[C:7]([CH2:9][CH2:10][N:35]3[CH2:36][CH2:37][CH2:38][CH:34]3[CH3:33])[S:8][C:4]=2[CH:3]=1. The catalyst class is: 577.